Dataset: Reaction yield outcomes from USPTO patents with 853,638 reactions. Task: Predict the reaction yield, written as a fraction of the theoretical maximum amount of product (1.0 means a 100% yield; for example, 0.34 means a 34% yield). (1) The reactants are [O:1]=[C:2]([C:19]1[N:23]([CH3:24])[N:22]=[C:21]([CH3:25])[C:20]=1[CH3:26])[CH:3]([C:6]1[C:10]([CH2:11][CH3:12])=[N:9][N:8]([C:13]2[CH:18]=[CH:17][CH:16]=[CH:15][CH:14]=2)[N:7]=1)[C:4]#[N:5].[C:27](Cl)(=[O:32])[C:28]([CH3:31])([CH3:30])[CH3:29]. The catalyst is C1(C)C(C)=CC=CC=1. The product is [CH3:29][C:28]([CH3:31])([CH3:30])[C:27]([O:1]/[C:2](/[C:19]1[N:23]([CH3:24])[N:22]=[C:21]([CH3:25])[C:20]=1[CH3:26])=[C:3](\[C:6]1[C:10]([CH2:11][CH3:12])=[N:9][N:8]([C:13]2[CH:18]=[CH:17][CH:16]=[CH:15][CH:14]=2)[N:7]=1)/[C:4]#[N:5])=[O:32]. The yield is 0.930. (2) The reactants are Br[C:2]1[CH:3]=[C:4]([NH:10][C:11]2[CH:16]=[CH:15][C:14]([S:17]([CH3:20])(=[O:19])=[O:18])=[CH:13][N:12]=2)[C:5](=[O:9])[N:6]([CH3:8])[CH:7]=1.[C:21]([O:24][CH2:25][C:26]1[C:27]([N:41]2[CH2:53][CH2:52][N:44]3[C:45]4[CH2:46][CH2:47][CH2:48][CH2:49][C:50]=4[CH:51]=[C:43]3[C:42]2=[O:54])=[N:28][CH:29]=[CH:30][C:31]=1B1OC(C)(C)C(C)(C)O1)(=[O:23])[CH3:22].[O-]P([O-])([O-])=O.[K+].[K+].[K+].CC([O-])=O.[Na+]. The catalyst is CC#N.O.C1C=CC(P(C2C=CC=CC=2)[C-]2C=CC=C2)=CC=1.C1C=CC(P(C2C=CC=CC=2)[C-]2C=CC=C2)=CC=1.Cl[Pd]Cl.[Fe+2]. The product is [C:21]([O:24][CH2:25][C:26]1[C:27]([N:41]2[CH2:53][CH2:52][N:44]3[C:45]4[CH2:46][CH2:47][CH2:48][CH2:49][C:50]=4[CH:51]=[C:43]3[C:42]2=[O:54])=[N:28][CH:29]=[CH:30][C:31]=1[C:2]1[CH:3]=[C:4]([NH:10][C:11]2[CH:16]=[CH:15][C:14]([S:17]([CH3:20])(=[O:19])=[O:18])=[CH:13][N:12]=2)[C:5](=[O:9])[N:6]([CH3:8])[CH:7]=1)(=[O:23])[CH3:22]. The yield is 0.400. (3) The reactants are [CH2:1]([O:4][C:5]1([CH3:18])[CH2:10][CH2:9][N:8](C(OC(C)(C)C)=O)[CH2:7][CH2:6]1)[CH:2]=[CH2:3].[ClH:19].O1CCOCC1. No catalyst specified. The product is [ClH:19].[CH2:1]([O:4][C:5]1([CH3:18])[CH2:6][CH2:7][NH:8][CH2:9][CH2:10]1)[CH:2]=[CH2:3]. The yield is 0.950.